From a dataset of Peptide-MHC class I binding affinity with 185,985 pairs from IEDB/IMGT. Regression. Given a peptide amino acid sequence and an MHC pseudo amino acid sequence, predict their binding affinity value. This is MHC class I binding data. (1) The peptide sequence is VEITPIGLAPT. The MHC is Mamu-A11 with pseudo-sequence Mamu-A11. The binding affinity (normalized) is 0. (2) The peptide sequence is AGFPAGLTY. The MHC is HLA-A30:02 with pseudo-sequence HLA-A30:02. The binding affinity (normalized) is 0.477. (3) The peptide sequence is KIIAVFDSK. The MHC is HLA-A03:01 with pseudo-sequence HLA-A03:01. The binding affinity (normalized) is 0.806.